Dataset: Forward reaction prediction with 1.9M reactions from USPTO patents (1976-2016). Task: Predict the product of the given reaction. (1) Given the reactants [F:1][C:2]1[CH:3]=[C:4]([CH2:8][CH2:9][NH:10][C:11]([C:13]2[N:14]=[N:15][C:16](Cl)=[CH:17][CH:18]=2)=[O:12])[CH:5]=[CH:6][CH:7]=1.[N:20]1([C:26]([C:28]2[CH:33]=[CH:32][CH:31]=[CH:30][C:29]=2[C:34]([F:37])([F:36])[F:35])=[O:27])[CH2:25][CH2:24][NH:23][CH2:22][CH2:21]1, predict the reaction product. The product is: [F:1][C:2]1[CH:3]=[C:4]([CH2:8][CH2:9][NH:10][C:11]([C:13]2[N:14]=[N:15][C:16]([N:23]3[CH2:24][CH2:25][N:20]([C:26](=[O:27])[C:28]4[CH:33]=[CH:32][CH:31]=[CH:30][C:29]=4[C:34]([F:37])([F:35])[F:36])[CH2:21][CH2:22]3)=[CH:17][CH:18]=2)=[O:12])[CH:5]=[CH:6][CH:7]=1. (2) Given the reactants BrC1C=C(N2CCNCC2)C=CC=1.CC1(C)C(C)(C)OB(C(C)=C)O1.[CH2:26]=[C:27]([C:29]1[CH:30]=[C:31]([N:35]2[CH2:40][CH2:39][NH:38][CH2:37][CH2:36]2)[CH:32]=[CH:33][CH:34]=1)[CH3:28], predict the reaction product. The product is: [CH:27]([C:29]1[CH:30]=[C:31]([N:35]2[CH2:36][CH2:37][NH:38][CH2:39][CH2:40]2)[CH:32]=[CH:33][CH:34]=1)([CH3:28])[CH3:26]. (3) Given the reactants [Cl:1][C:2]1[CH:20]=[CH:19][CH:18]=[C:17]([Cl:21])[C:3]=1[C:4]([NH:6][CH2:7][C:8]1[CH:13]=[CH:12][C:11](B(O)O)=[CH:10][CH:9]=1)=[O:5].C(=O)([O-])[O-].[K+].[K+].Br[C:29]1[CH:34]=[CH:33][N:32]=[C:31]([O:35][C:36]([CH3:39])([CH3:38])[CH3:37])[CH:30]=1, predict the reaction product. The product is: [C:36]([O:35][C:31]1[CH:30]=[C:29]([C:11]2[CH:12]=[CH:13][C:8]([CH2:7][NH:6][C:4](=[O:5])[C:3]3[C:2]([Cl:1])=[CH:20][CH:19]=[CH:18][C:17]=3[Cl:21])=[CH:9][CH:10]=2)[CH:34]=[CH:33][N:32]=1)([CH3:39])([CH3:37])[CH3:38]. (4) Given the reactants NC1C=CC(N2CCC(NC(=O)OC(C)(C)C)CC2)=CC=1.[NH:22]1[CH2:27][CH2:26][CH:25]([NH:28][C:29](=[O:35])[O:30][C:31]([CH3:34])([CH3:33])[CH3:32])[CH2:24][CH2:23]1.F[C:37]1[CH:42]=[CH:41][C:40]([N+:43]([O-:45])=[O:44])=[CH:39][CH:38]=1, predict the reaction product. The product is: [N+:43]([C:40]1[CH:41]=[CH:42][C:37]([N:22]2[CH2:23][CH2:24][CH:25]([NH:28][C:29](=[O:35])[O:30][C:31]([CH3:32])([CH3:34])[CH3:33])[CH2:26][CH2:27]2)=[CH:38][CH:39]=1)([O-:45])=[O:44]. (5) Given the reactants [F:1][C:2]1[CH:7]=[CH:6][C:5]([OH:8])=[C:4](B2OC(C)(C)C(C)(C)O2)[CH:3]=1.Cl[C:19]1[CH:24]=[CH:23][N:22]=[C:21]([NH:25][C:26](=[O:32])[O:27][C:28]([CH3:31])([CH3:30])[CH3:29])[CH:20]=1.C(=O)([O-])[O-].[Na+].[Na+], predict the reaction product. The product is: [F:1][C:2]1[CH:7]=[CH:6][C:5]([OH:8])=[C:4]([C:19]2[CH:24]=[CH:23][N:22]=[C:21]([NH:25][C:26](=[O:32])[O:27][C:28]([CH3:30])([CH3:29])[CH3:31])[CH:20]=2)[CH:3]=1. (6) Given the reactants [OH:1][CH:2]1[CH:7]([C:8]2[CH:13]=[CH:12][C:11]([O:14][CH2:15][CH2:16][CH2:17][O:18][C:19]3[CH:24]=[CH:23][CH:22]=[CH:21][CH:20]=3)=[CH:10][CH:9]=2)[CH2:6][CH2:5][N:4]([C:25]([O:27][C:28]([CH3:31])([CH3:30])[CH3:29])=[O:26])[CH2:3]1.Cl[CH2:33][C:34]1[CH:43]=[C:42]([O:44][CH3:45])[C:41]2[C:36](=[CH:37][CH:38]=[CH:39][CH:40]=2)[C:35]=1[O:46][CH3:47], predict the reaction product. The product is: [CH3:47][O:46][C:35]1[C:36]2[C:41](=[CH:40][CH:39]=[CH:38][CH:37]=2)[C:42]([O:44][CH3:45])=[CH:43][C:34]=1[CH2:33][O:1][CH:2]1[CH:7]([C:8]2[CH:9]=[CH:10][C:11]([O:14][CH2:15][CH2:16][CH2:17][O:18][C:19]3[CH:20]=[CH:21][CH:22]=[CH:23][CH:24]=3)=[CH:12][CH:13]=2)[CH2:6][CH2:5][N:4]([C:25]([O:27][C:28]([CH3:31])([CH3:30])[CH3:29])=[O:26])[CH2:3]1.